From a dataset of Peptide-MHC class I binding affinity with 185,985 pairs from IEDB/IMGT. Regression. Given a peptide amino acid sequence and an MHC pseudo amino acid sequence, predict their binding affinity value. This is MHC class I binding data. (1) The binding affinity (normalized) is 0. The peptide sequence is LLEYSNQNE. The MHC is H-2-Db with pseudo-sequence H-2-Db. (2) The MHC is HLA-A31:01 with pseudo-sequence HLA-A31:01. The binding affinity (normalized) is 0.509. The peptide sequence is VNNAEPGKR.